This data is from Forward reaction prediction with 1.9M reactions from USPTO patents (1976-2016). The task is: Predict the product of the given reaction. (1) Given the reactants [OH:1][CH2:2][CH2:3][N:4](C)[C:5](=O)OC(C)(C)C.[CH3:13][O:14][C:15]1[CH:23]=[CH:22][C:18]([C:19]([Cl:21])=[O:20])=[CH:17][CH:16]=1.N1C=CC=CC=1, predict the reaction product. The product is: [ClH:21].[CH3:13][O:14][C:15]1[CH:23]=[CH:22][C:18]([C:19]([O:1][CH2:2][CH2:3][NH:4][CH3:5])=[O:20])=[CH:17][CH:16]=1. (2) Given the reactants [CH2:1]([C:3]1[CH:4]=[C:5]([CH3:25])[C:6]([N:9]2[CH2:14][CH2:13][N:12]([C:15]([C:17]3[CH:18]=[N:19][C:20](F)=[CH:21][C:22]=3[CH3:23])=[O:16])[CH2:11][CH2:10]2)=[N:7][CH:8]=1)[CH3:2].[CH3:26][O:27][C:28]1[CH:35]=[CH:34][C:31]([CH2:32][NH2:33])=[CH:30][CH:29]=1, predict the reaction product. The product is: [CH2:1]([C:3]1[CH:4]=[C:5]([CH3:25])[C:6]([N:9]2[CH2:14][CH2:13][N:12]([C:15]([C:17]3[CH:18]=[N:19][C:20]([NH:33][CH2:32][C:31]4[CH:34]=[CH:35][C:28]([O:27][CH3:26])=[CH:29][CH:30]=4)=[CH:21][C:22]=3[CH3:23])=[O:16])[CH2:11][CH2:10]2)=[N:7][CH:8]=1)[CH3:2]. (3) Given the reactants [BH4-].[Na+].[C:3]([O:7][C:8]([NH:10][CH:11]([C:17]([C:19]1[CH:24]=[CH:23][C:22]([O:25][CH3:26])=[CH:21][CH:20]=1)=[O:18])[C:12]([O:14][CH2:15][CH3:16])=[O:13])=[O:9])([CH3:6])([CH3:5])[CH3:4].[Cl-].[NH4+], predict the reaction product. The product is: [C:3]([O:7][C:8]([NH:10][CH:11]([CH:17]([OH:18])[C:19]1[CH:20]=[CH:21][C:22]([O:25][CH3:26])=[CH:23][CH:24]=1)[C:12]([O:14][CH2:15][CH3:16])=[O:13])=[O:9])([CH3:6])([CH3:4])[CH3:5]. (4) Given the reactants [F:1][C:2]1[CH:7]=[CH:6][C:5]([C:8]2[O:9][C:10]3[CH:20]=[C:19]([N:21]([CH3:26])[S:22]([CH3:25])(=[O:24])=[O:23])[C:18](B4OC(C)(C)C(C)(C)O4)=[CH:17][C:11]=3[C:12]=2[C:13]([NH:15][CH3:16])=[O:14])=[CH:4][CH:3]=1.[CH2:36]([O:43][CH2:44][CH:45]([C:47]1[C:48]([Cl:54])=[N:49][C:50](Br)=[CH:51][CH:52]=1)[F:46])[C:37]1[CH:42]=[CH:41][CH:40]=[CH:39][CH:38]=1.C([O-])([O-])=O.[K+].[K+], predict the reaction product. The product is: [CH2:36]([O:43][CH2:44][CH:45]([C:47]1[CH:52]=[CH:51][C:50]([C:18]2[C:19]([N:21]([CH3:26])[S:22]([CH3:25])(=[O:24])=[O:23])=[CH:20][C:10]3[O:9][C:8]([C:5]4[CH:6]=[CH:7][C:2]([F:1])=[CH:3][CH:4]=4)=[C:12]([C:13]([NH:15][CH3:16])=[O:14])[C:11]=3[CH:17]=2)=[N:49][C:48]=1[Cl:54])[F:46])[C:37]1[CH:38]=[CH:39][CH:40]=[CH:41][CH:42]=1. (5) Given the reactants [Cl:1][C:2]1[CH:9]=[CH:8][C:5]([CH:6]=O)=[CH:4][C:3]=1[C:10]([F:13])([F:12])[F:11].[C:14]([NH:17][NH2:18])([NH2:16])=[NH:15].Cl, predict the reaction product. The product is: [ClH:1].[Cl:1][C:2]1[CH:9]=[CH:8][C:5]([CH:6]=[N:18][NH:17][C:14]([NH2:16])=[NH:15])=[CH:4][C:3]=1[C:10]([F:13])([F:12])[F:11]. (6) The product is: [Br:1][C:2]([F:18])([F:17])[C:3]([CH:6]1[CH2:10][CH:9]([C:11]([NH:25][CH:19]2[CH2:24][CH2:23][CH2:22][CH2:21][CH2:20]2)=[O:13])[CH2:8][CH:7]1[C:14]([NH:25][CH:19]1[CH2:24][CH2:23][CH2:22][CH2:21][CH2:20]1)=[O:16])([F:4])[F:5]. Given the reactants [Br:1][C:2]([F:18])([F:17])[C:3]([CH:6]1[CH2:10][CH:9]([C:11]([OH:13])=O)[CH2:8][CH:7]1[C:14]([OH:16])=O)([F:5])[F:4].[CH:19]1([NH2:25])[CH2:24][CH2:23][CH2:22][CH2:21][CH2:20]1, predict the reaction product. (7) The product is: [CH2:20]([O:19][C:15]1[CH:14]=[C:13]([CH:18]=[CH:17][CH:16]=1)[CH2:12][CH:2]([NH:1][C:36]([C:29]1[C:30]2[C:35](=[CH:34][CH:33]=[CH:32][CH:31]=2)[C:26]([F:25])=[CH:27][CH:28]=1)=[O:37])[CH:3]([C:5]1[CH:10]=[CH:9][CH:8]=[C:7]([Cl:11])[CH:6]=1)[OH:4])[C:21]([CH3:24])([CH3:23])[CH3:22]. Given the reactants [NH2:1][CH:2]([CH2:12][C:13]1[CH:18]=[CH:17][CH:16]=[C:15]([O:19][CH2:20][C:21]([CH3:24])([CH3:23])[CH3:22])[CH:14]=1)[CH:3]([C:5]1[CH:10]=[CH:9][CH:8]=[C:7]([Cl:11])[CH:6]=1)[OH:4].[F:25][C:26]1[C:35]2[C:30](=[CH:31][CH:32]=[CH:33][CH:34]=2)[C:29]([C:36](O)=[O:37])=[CH:28][CH:27]=1.O.ON1C2C=CC=CC=2N=N1.Cl.C(N=C=NCCCN(C)C)C, predict the reaction product. (8) Given the reactants [ClH:1].[CH3:2][C@@:3]12[CH2:11][NH:10][CH2:9][C@H:8]1[C:7]1[CH:12]=[CH:13][CH:14]=[C:15]([C:16]([CH3:18])=[CH2:17])[C:6]=1[CH2:5][CH2:4]2, predict the reaction product. The product is: [ClH:1].[CH:16]([C:15]1[C:6]2[CH2:5][CH2:4][C@@:3]3([CH3:2])[C@@H:8]([CH2:9][NH:10][CH2:11]3)[C:7]=2[CH:12]=[CH:13][CH:14]=1)([CH3:18])[CH3:17]. (9) Given the reactants [CH2:1]1[C:10]2[C:5](=[CH:6][CH:7]=[CH:8][CH:9]=2)[CH2:4][CH2:3][N:2]1[CH2:11][CH2:12][CH2:13][CH2:14][O:15][C:16]1[CH:17]=[CH:18][C:19]2[CH2:25][CH2:24][NH:23][C:22](=[O:26])[NH:21][C:20]=2[N:27]=1.[F:28]C1C=C2C(=CC=1)CNCC2, predict the reaction product. The product is: [F:28][C:7]1[CH:6]=[C:5]2[C:10](=[CH:9][CH:8]=1)[CH2:1][N:2]([CH2:11][CH2:12][CH2:13][CH2:14][O:15][C:16]1[CH:17]=[CH:18][C:19]3[CH2:25][CH2:24][NH:23][C:22](=[O:26])[NH:21][C:20]=3[N:27]=1)[CH2:3][CH2:4]2. (10) Given the reactants [CH2:1]([C@@:4]1(C)[CH2:9][C@H:8]([C:10]2[CH:15]=[CH:14][CH:13]=[C:12]([Cl:16])[CH:11]=2)[C@@H:7]([C:17]2[CH:22]=[CH:21][C:20]([Cl:23])=[CH:19][CH:18]=2)[N:6]([C@H:24]([CH:27]([OH:32])[CH2:28][CH:29]([CH3:31])[CH3:30])[CH2:25][CH3:26])[C:5]1=[O:33])C=C.C(#N)C.I([O-])(=O)(=O)=O.[Na+].C(O)(=O)CC(CC(O)=O)(C(O)=O)O.CC[O:59][C:60]([CH3:62])=[O:61], predict the reaction product. The product is: [Cl:16][C:12]1[CH:11]=[C:10]([C@@H:8]2[C@@H:7]([C:17]3[CH:22]=[CH:21][C:20]([Cl:23])=[CH:19][CH:18]=3)[N:6]([C@H:24]([C:27](=[O:32])[CH2:28][CH:29]([CH3:30])[CH3:31])[CH2:25][CH3:26])[C:5](=[O:33])[C@:4]([CH2:62][C:60]([OH:59])=[O:61])([CH3:1])[CH2:9]2)[CH:15]=[CH:14][CH:13]=1.